This data is from Peptide-MHC class I binding affinity with 185,985 pairs from IEDB/IMGT. The task is: Regression. Given a peptide amino acid sequence and an MHC pseudo amino acid sequence, predict their binding affinity value. This is MHC class I binding data. (1) The peptide sequence is EFSSNVANY. The MHC is HLA-A26:01 with pseudo-sequence HLA-A26:01. The binding affinity (normalized) is 0.263. (2) The peptide sequence is FPAQPGLTSA. The MHC is HLA-B53:01 with pseudo-sequence HLA-B53:01. The binding affinity (normalized) is 0.263. (3) The peptide sequence is MSKSHAAYI. The MHC is Mamu-A01 with pseudo-sequence Mamu-A01. The binding affinity (normalized) is 0.330. (4) The binding affinity (normalized) is 0.0847. The peptide sequence is NPLEIYQEI. The MHC is HLA-B27:03 with pseudo-sequence HLA-B27:03.